From a dataset of Forward reaction prediction with 1.9M reactions from USPTO patents (1976-2016). Predict the product of the given reaction. (1) Given the reactants C([O:4][CH2:5][C:6]1[C:7]([N:33]2[CH2:45][CH2:44][N:36]3[C:37]4[CH2:38][CH2:39][CH2:40][CH2:41][C:42]=4[CH:43]=[C:35]3[C:34]2=[O:46])=[N:8][CH:9]=[CH:10][C:11]=1[C:12]1[CH:17]=[C:16]([NH:18][C:19]2[CH:30]=[C:22]3[CH2:23][N:24]([CH:27]4[CH2:29][CH2:28]4)[CH2:25][CH2:26][N:21]3[N:20]=2)[C:15](=[O:31])[N:14]([CH3:32])[CH:13]=1)(=O)C.[OH-].[Li+], predict the reaction product. The product is: [CH:27]1([N:24]2[CH2:25][CH2:26][N:21]3[N:20]=[C:19]([NH:18][C:16]4[C:15](=[O:31])[N:14]([CH3:32])[CH:13]=[C:12]([C:11]5[CH:10]=[CH:9][N:8]=[C:7]([N:33]6[CH2:45][CH2:44][N:36]7[C:37]8[CH2:38][CH2:39][CH2:40][CH2:41][C:42]=8[CH:43]=[C:35]7[C:34]6=[O:46])[C:6]=5[CH2:5][OH:4])[CH:17]=4)[CH:30]=[C:22]3[CH2:23]2)[CH2:29][CH2:28]1. (2) Given the reactants CS(O[CH:6]1[CH2:11][CH2:10][CH2:9][N:8]([C:12]2[CH:17]=[CH:16][C:15]([C:18]3[O:19][CH:20]=[CH:21][N:22]=3)=[CH:14][CH:13]=2)[CH2:7]1)(=O)=O.[NH2:23][C@@H:24]1[CH2:29][CH2:28][CH2:27][CH2:26][C@H:25]1[NH:30][C:31](=[O:37])[O:32][C:33]([CH3:36])([CH3:35])[CH3:34], predict the reaction product. The product is: [O:19]1[CH:20]=[CH:21][N:22]=[C:18]1[C:15]1[CH:16]=[CH:17][C:12]([N:8]2[CH2:9][CH2:10][CH2:11][CH:6]([NH:23][C@@H:24]3[CH2:29][CH2:28][CH2:27][CH2:26][C@H:25]3[NH:30][C:31](=[O:37])[O:32][C:33]([CH3:35])([CH3:34])[CH3:36])[CH2:7]2)=[CH:13][CH:14]=1.[O:19]1[CH:20]=[CH:21][N:22]=[C:18]1[C:15]1[CH:14]=[CH:13][C:12]([N:8]2[CH2:9][CH2:10][CH2:11][CH:6]2[CH2:7][NH:23][C@@H:24]2[CH2:29][CH2:28][CH2:27][CH2:26][C@H:25]2[NH:30][C:31](=[O:37])[O:32][C:33]([CH3:35])([CH3:34])[CH3:36])=[CH:17][CH:16]=1. (3) The product is: [F:43][C:42]([F:44])([F:45])[C:34]1[CH:33]=[C:32]([CH:37]=[C:36]([C:38]([F:40])([F:41])[F:39])[CH:35]=1)[CH2:31][N:18]([C:19]1[N:24]=[CH:23][C:22]([C:25]2[CH:26]=[N:27][N:28]([CH3:30])[CH:29]=2)=[CH:21][N:20]=1)[C@@H:16]1[CH2:17][N:13]([C:11]([N:48]2[CH2:53][CH2:52][O:51][CH2:50][CH2:49]2)=[O:12])[C@H:14]([CH2:46][CH3:47])[CH2:15]1. Given the reactants [N+](C1C=CC(O[C:11]([N:13]2[CH2:17][C@@H:16]([N:18]([CH2:31][C:32]3[CH:37]=[C:36]([C:38]([F:41])([F:40])[F:39])[CH:35]=[C:34]([C:42]([F:45])([F:44])[F:43])[CH:33]=3)[C:19]3[N:24]=[CH:23][C:22]([C:25]4[CH:26]=[N:27][N:28]([CH3:30])[CH:29]=4)=[CH:21][N:20]=3)[CH2:15][C@H:14]2[CH2:46][CH3:47])=[O:12])=CC=1)([O-])=O.[NH:48]1[CH2:53][CH2:52][O:51][CH2:50][CH2:49]1, predict the reaction product.